This data is from CYP2C9 inhibition data for predicting drug metabolism from PubChem BioAssay. The task is: Regression/Classification. Given a drug SMILES string, predict its absorption, distribution, metabolism, or excretion properties. Task type varies by dataset: regression for continuous measurements (e.g., permeability, clearance, half-life) or binary classification for categorical outcomes (e.g., BBB penetration, CYP inhibition). Dataset: cyp2c9_veith. (1) The molecule is O=[N+]([O-])c1ccc2c(c1)c(S(=O)(=O)O)cc1nonc12. The result is 0 (non-inhibitor). (2) The molecule is CCOc1ccc(NC(=O)N2CCC(C(=O)c3ccc(F)cc3)CC2)cc1. The result is 1 (inhibitor).